From a dataset of hERG Central: cardiac toxicity at 1µM, 10µM, and general inhibition. Predict hERG channel inhibition at various concentrations. (1) The compound is Cc1ccc(CNC(=O)CSc2nc3ccccc3c(=O)n2CCCO)cc1. Results: hERG_inhib (hERG inhibition (general)): blocker. (2) The molecule is O=C(c1cc2cc([N+](=O)[O-])ccc2oc1=O)N1CCN(C2CCCCC2)CC1. Results: hERG_inhib (hERG inhibition (general)): blocker.